From a dataset of Reaction yield outcomes from USPTO patents with 853,638 reactions. Predict the reaction yield, written as a fraction of the theoretical maximum amount of product (1.0 means a 100% yield; for example, 0.34 means a 34% yield). (1) The reactants are C([O:8][CH2:9][C:10]1[NH:11][C:12]([C:19]2[C:20]([CH3:30])=[CH:21][C:22]([CH3:29])=[C:23]([CH:28]=2)[C:24]([O:26][CH3:27])=[O:25])=[C:13]([C:15](F)(F)F)[N:14]=1)C1C=CC=CC=1.[OH-].[NH4+:32]. No catalyst specified. The product is [C:15]([C:13]1[N:14]=[C:10]([CH2:9][OH:8])[NH:11][C:12]=1[C:19]1[C:20]([CH3:30])=[CH:21][C:22]([CH3:29])=[C:23]([CH:28]=1)[C:24]([O:26][CH3:27])=[O:25])#[N:32]. The yield is 0.920. (2) The reactants are [C:1]([N:5]1[C:9]([C:10](Cl)=[O:11])=[CH:8][C:7]([CH3:13])=[N:6]1)([CH3:4])([CH3:3])[CH3:2].[NH2:14][C:15]1[CH:16]=[C:17]([CH:30]=[CH:31][CH:32]=1)[C:18]([C:20]1[CH:28]=[C:27]2[C:23]([CH2:24][C:25](=[O:29])[NH:26]2)=[CH:22][CH:21]=1)=[O:19]. The catalyst is C1COCC1. The product is [O:29]=[C:25]1[CH2:24][C:23]2[C:27](=[CH:28][C:20]([C:18]([C:17]3[CH:16]=[C:15]([NH:14][C:10]([C:9]4[N:5]([C:1]([CH3:4])([CH3:3])[CH3:2])[N:6]=[C:7]([CH3:13])[CH:8]=4)=[O:11])[CH:32]=[CH:31][CH:30]=3)=[O:19])=[CH:21][CH:22]=2)[NH:26]1. The yield is 0.600. (3) The reactants are [O:1]([C:8]1[CH:9]=[C:10]([CH:13]=[CH:14][CH:15]=1)[CH:11]=O)[C:2]1[CH:7]=[CH:6][CH:5]=[CH:4][CH:3]=1.[C:16]([C:20]1[CH:29]=[CH:28][C:23]([C:24]([NH:26][NH2:27])=[O:25])=[CH:22][CH:21]=1)([CH3:19])([CH3:18])[CH3:17]. No catalyst specified. The product is [C:16]([C:20]1[CH:29]=[CH:28][C:23]([C:24]([NH:26][N:27]=[CH:11][C:10]2[CH:13]=[CH:14][CH:15]=[C:8]([O:1][C:2]3[CH:7]=[CH:6][CH:5]=[CH:4][CH:3]=3)[CH:9]=2)=[O:25])=[CH:22][CH:21]=1)([CH3:19])([CH3:17])[CH3:18]. The yield is 0.860. (4) The reactants are [NH:1]1[C:9]2[CH2:8][CH2:7][CH2:6][CH2:5][C:4]=2[CH:3]=[CH:2]1.[Cl:10][C:11]([Cl:16])([Cl:15])[C:12](Cl)=[O:13]. The catalyst is ClCCCl. The product is [Cl:10][C:11]([Cl:16])([Cl:15])[C:12]([C:2]1[NH:1][C:9]2[CH2:8][CH2:7][CH2:6][CH2:5][C:4]=2[CH:3]=1)=[O:13]. The yield is 1.00. (5) The reactants are [NH2:1][C:2]1[CH:10]=[C:9]([O:11][CH3:12])[CH:8]=[C:7]([O:13][CH3:14])[C:3]=1[C:4]([NH2:6])=[O:5].[N:15]1[CH:20]=[CH:19][CH:18]=[CH:17][C:16]=1[CH:21]=O.S([O-])(O)=O.[Na+].C1(C)C=CC(S(O)(=O)=O)=CC=1. The catalyst is CN(C)C(=O)C.O. The product is [CH3:14][O:13][C:7]1[CH:8]=[C:9]([O:11][CH3:12])[CH:10]=[C:2]2[C:3]=1[C:4](=[O:5])[NH:6][C:21]([C:16]1[CH:17]=[CH:18][CH:19]=[CH:20][N:15]=1)=[N:1]2. The yield is 0.360.